From a dataset of Full USPTO retrosynthesis dataset with 1.9M reactions from patents (1976-2016). Predict the reactants needed to synthesize the given product. (1) Given the product [CH3:1][C:2]1[CH:3]=[N:4][C:5]([CH2:11][S+:12]([O-:24])[C:13]2[N-:14][C:15]3[CH:16]=[CH:17][C:18]([O:22][CH3:23])=[CH:19][C:20]=3[N:21]=2)=[C:6]([CH3:10])[C:7]=1[O:8][CH3:9].[Na+:27], predict the reactants needed to synthesize it. The reactants are: [CH3:1][C:2]1[CH:3]=[N:4][C:5]([CH2:11][S+:12]([O-:24])[C:13]2[NH:14][C:15]3[CH:16]=[CH:17][C:18]([O:22][CH3:23])=[CH:19][C:20]=3[N:21]=2)=[C:6]([CH3:10])[C:7]=1[O:8][CH3:9].C[O-].[Na+:27].CO. (2) The reactants are: [OH-].[Na+].[NH:3]1[C:11]2[C:6](=[CH:7][CH:8]=[CH:9][CH:10]=2)[CH:5]=[CH:4]1.[Cl:12][CH2:13][CH2:14]Cl. Given the product [Cl:12][CH2:13][CH2:14][N:3]1[C:11]2[C:6](=[CH:7][CH:8]=[CH:9][CH:10]=2)[CH:5]=[CH:4]1, predict the reactants needed to synthesize it. (3) Given the product [CH3:11][N:12]([CH2:14][C:3]1[C:4]2[CH:5]=[N:6][CH:7]=[CH:8][C:9]=2[NH:1][CH:2]=1)[CH3:13], predict the reactants needed to synthesize it. The reactants are: [NH:1]1[C:9]2[C:4](=[CH:5][N:6]=[CH:7][CH:8]=2)[CH:3]=[CH:2]1.Cl.[CH3:11][NH:12][CH3:13].[CH2:14]=O. (4) The reactants are: [F:1][C:2]([F:56])([F:55])[C:3]1[CH:4]=[C:5]([C@H:13]([N:15]([CH3:54])[C:16]([N:18]2[CH2:23][CH2:22][C@:21]([CH2:31][CH:32]=[C:33]([O:38][Si](C(C)(C)C)(C)C)[C:34]([O:36][CH3:37])=[O:35])([NH:24][S:25]([C:27]([CH3:30])([CH3:29])[CH3:28])=[O:26])[CH2:20][C@@H:19]2[C:46]2[CH:51]=[CH:50][C:49]([F:52])=[CH:48][C:47]=2[CH3:53])=[O:17])[CH3:14])[CH:6]=[C:7]([C:9]([F:12])([F:11])[F:10])[CH:8]=1.C(O)(=O)C.[F-].[Cs+].C([O-])(O)=O.[Na+]. Given the product [CH3:37][O:36][C:34](=[O:35])[C:33](=[O:38])[CH2:32][CH2:31][C@:21]1([NH:24][S:25]([C:27]([CH3:29])([CH3:28])[CH3:30])=[O:26])[CH2:22][CH2:23][N:18]([C:16]([N:15]([C@@H:13]([C:5]2[CH:4]=[C:3]([C:2]([F:55])([F:56])[F:1])[CH:8]=[C:7]([C:9]([F:10])([F:11])[F:12])[CH:6]=2)[CH3:14])[CH3:54])=[O:17])[C@@H:19]([C:46]2[CH:51]=[CH:50][C:49]([F:52])=[CH:48][C:47]=2[CH3:53])[CH2:20]1, predict the reactants needed to synthesize it. (5) Given the product [CH3:1][O:2][C:3]1[C:31]([O:32][CH3:33])=[CH:30][C:6]2[N:7]([C:10]3[S:14][C:13]([C:15]#[N:17])=[C:12]([O:18][CH2:19][C:20]4[CH:25]=[CH:24][CH:23]=[CH:22][C:21]=4[C:26]([F:27])([F:29])[F:28])[CH:11]=3)[CH:8]=[N:9][C:5]=2[CH:4]=1, predict the reactants needed to synthesize it. The reactants are: [CH3:1][O:2][C:3]1[C:31]([O:32][CH3:33])=[CH:30][C:6]2[N:7]([C:10]3[S:14][C:13]([C:15]([NH2:17])=O)=[C:12]([O:18][CH2:19][C:20]4[CH:25]=[CH:24][CH:23]=[CH:22][C:21]=4[C:26]([F:29])([F:28])[F:27])[CH:11]=3)[CH:8]=[N:9][C:5]=2[CH:4]=1.[Cl-].ClC1N(C)CC[NH+]1C.FC(F)(F)C(O)=O.C(N(CC)CC)C. (6) Given the product [Cl:19][C:20]1[CH:38]=[CH:37][C:23]2[N:24]([C@H:29]3[CH2:32][C@@H:31]([S:33]([CH3:36])(=[O:34])=[O:35])[CH2:30]3)[C:25]([CH2:27][N:1]3[C:5]4=[CH:6][N:7]=[CH:8][CH:9]=[C:4]4[C:3]4([CH2:10][CH2:11]4)[C:2]3=[O:12])=[N:26][C:22]=2[CH:21]=1, predict the reactants needed to synthesize it. The reactants are: [NH:1]1[C:5]2=[CH:6][N:7]=[CH:8][CH:9]=[C:4]2[C:3]2([CH2:11][CH2:10]2)[C:2]1=[O:12].CC(C)([O-])C.[Na+].[Cl:19][C:20]1[CH:38]=[CH:37][C:23]2[N:24]([C@H:29]3[CH2:32][C@@H:31]([S:33]([CH3:36])(=[O:35])=[O:34])[CH2:30]3)[C:25]([CH2:27]Cl)=[N:26][C:22]=2[CH:21]=1.